This data is from Full USPTO retrosynthesis dataset with 1.9M reactions from patents (1976-2016). The task is: Predict the reactants needed to synthesize the given product. (1) Given the product [F:1][C:2]1[CH:42]=[N:41][C:5]2[N:6]([C:26]3[CH:27]=[C:28]([C:32]4[CH:37]=[CH:36][C:35]([OH:38])=[CH:34][C:33]=4[CH2:39][N:43]4[CH2:49][CH2:48][C:47](=[O:50])[NH:46][CH2:45][CH2:44]4)[CH:29]=[CH:30][CH:31]=3)[C:7](=[O:25])[N:8]([C@@H:11]3[CH2:16][CH2:15][C@H:14]([NH:17][C:18](=[O:24])[O:19][C:20]([CH3:23])([CH3:22])[CH3:21])[CH2:13][CH2:12]3)[C:9](=[O:10])[C:4]=2[CH:3]=1, predict the reactants needed to synthesize it. The reactants are: [F:1][C:2]1[CH:42]=[N:41][C:5]2[N:6]([C:26]3[CH:27]=[C:28]([C:32]4[CH:37]=[CH:36][C:35]([OH:38])=[CH:34][C:33]=4[CH:39]=O)[CH:29]=[CH:30][CH:31]=3)[C:7](=[O:25])[N:8]([C@@H:11]3[CH2:16][CH2:15][C@H:14]([NH:17][C:18](=[O:24])[O:19][C:20]([CH3:23])([CH3:22])[CH3:21])[CH2:13][CH2:12]3)[C:9](=[O:10])[C:4]=2[CH:3]=1.[NH:43]1[CH2:49][CH2:48][C:47](=[O:50])[NH:46][CH2:45][CH2:44]1.C(O)(=O)C.[Na]. (2) The reactants are: NC(N)=O.[CH2:5]([O:12][CH2:13][CH2:14][NH:15][S:16]([C:19]1[C:24]([Cl:25])=[CH:23][CH:22]=[C:21]([NH2:26])[C:20]=1[OH:27])(=[O:18])=[O:17])[C:6]1[CH:11]=[CH:10][CH:9]=[CH:8][CH:7]=1.[Cl:28][C:29]1[C:34]([Cl:35])=[CH:33][CH:32]=[CH:31][C:30]=1[N:36]=[C:37]=[O:38]. Given the product [CH2:5]([O:12][CH2:13][CH2:14][NH:15][S:16]([C:19]1[C:20]([OH:27])=[C:21]([NH:26][C:37]([NH:36][C:30]2[CH:31]=[CH:32][CH:33]=[C:34]([Cl:35])[C:29]=2[Cl:28])=[O:38])[CH:22]=[CH:23][C:24]=1[Cl:25])(=[O:18])=[O:17])[C:6]1[CH:7]=[CH:8][CH:9]=[CH:10][CH:11]=1, predict the reactants needed to synthesize it. (3) The reactants are: [F:1][C:2]1([F:36])[O:6][C:5]2[CH:7]=[CH:8][C:9]([C:11]3([C:14]([NH:16][CH:17]4[C:26]5[C:21](=[CH:22][CH:23]=[CH:24][CH:25]=5)[O:20][CH:19]([CH:27]5[CH2:30][CH:29]([C:31]([O:33]CC)=[O:32])[CH2:28]5)[CH2:18]4)=[O:15])[CH2:13][CH2:12]3)=[CH:10][C:4]=2[O:3]1.[OH-].[Na+].Cl. Given the product [F:36][C:2]1([F:1])[O:6][C:5]2[CH:7]=[CH:8][C:9]([C:11]3([C:14]([NH:16][CH:17]4[C:26]5[C:21](=[CH:22][CH:23]=[CH:24][CH:25]=5)[O:20][CH:19]([CH:27]5[CH2:30][CH:29]([C:31]([OH:33])=[O:32])[CH2:28]5)[CH2:18]4)=[O:15])[CH2:12][CH2:13]3)=[CH:10][C:4]=2[O:3]1, predict the reactants needed to synthesize it. (4) The reactants are: C(O[C:6]([N:8]1[CH2:12][C:11](=[N:13][O:14][CH3:15])[CH2:10][C@H:9]1[C:16]([OH:18])=O)=[O:7])(C)(C)C.[C:19]1([C:28]2[CH:33]=[CH:32][CH:31]=[CH:30][CH:29]=2)[CH:24]=[CH:23][C:22](C(Cl)=O)=[CH:21][CH:20]=1.[NH2:34][CH:35]([CH3:38])[CH2:36][OH:37]. Given the product [C:28]1([C:19]2[CH:20]=[CH:21][CH:22]=[CH:23][CH:24]=2)[CH:29]=[CH:30][C:31]([C:6]([N:8]2[CH2:12][C:11](=[N:13][O:14][CH3:15])[CH2:10][C@H:9]2[C:16]([NH:34][CH:35]([CH3:38])[CH2:36][OH:37])=[O:18])=[O:7])=[CH:32][CH:33]=1, predict the reactants needed to synthesize it. (5) Given the product [Cl:10][C:11]1[CH:12]=[C:13]([CH:16]=[CH:17][C:18]=1[O:1][C:2]1[CH:9]=[CH:8][C:5]([CH:6]=[O:7])=[CH:4][CH:3]=1)[C:14]#[N:15], predict the reactants needed to synthesize it. The reactants are: [OH:1][C:2]1[CH:9]=[CH:8][C:5]([CH:6]=[O:7])=[CH:4][CH:3]=1.[Cl:10][C:11]1[CH:12]=[C:13]([CH:16]=[CH:17][C:18]=1F)[C:14]#[N:15]. (6) Given the product [CH3:1][C:2]1[C:3]([CH:9]=[O:10])=[N:4][CH:5]=[C:6]([CH3:8])[CH:7]=1, predict the reactants needed to synthesize it. The reactants are: [CH3:1][C:2]1[C:3]([CH2:9][OH:10])=[N:4][CH:5]=[C:6]([CH3:8])[CH:7]=1.CCOC(C)=O.CCCCCC. (7) Given the product [Cl:1][C:2]1[CH:3]=[CH:4][C:5]2[N:6]([C:8]([C:11]([C:13]3[CH:14]=[C:15]4[C:20](=[CH:21][C:22]=3[F:23])[N:19]=[CH:18][CH:17]=[CH:16]4)([OH:12])[CH3:24])=[CH:9][N:10]=2)[N:7]=1, predict the reactants needed to synthesize it. The reactants are: [Cl:1][C:2]1[CH:3]=[CH:4][C:5]2[N:6]([C:8]([C:11]([C:13]3[CH:14]=[C:15]4[C:20](=[CH:21][C:22]=3[F:23])[N:19]=[CH:18][CH:17]=[CH:16]4)=[O:12])=[CH:9][N:10]=2)[N:7]=1.[CH3:24][Mg]Br.C(Cl)Cl.C([O-])(O)=O.[Na+].